Dataset: Forward reaction prediction with 1.9M reactions from USPTO patents (1976-2016). Task: Predict the product of the given reaction. (1) Given the reactants F[C:2]1[CH:7]=[CH:6][C:5]([N+:8]([O-:10])=[O:9])=[CH:4][CH:3]=1.[Cl:11][C:12]1[CH:17]=[CH:16][CH:15]=[CH:14][C:13]=1[CH2:18][SH:19].C([O-])([O-])=O.[K+].[K+].CCOC(C)=O.O, predict the reaction product. The product is: [Cl:11][C:12]1[CH:17]=[CH:16][CH:15]=[CH:14][C:13]=1[CH2:18][S:19][C:2]1[CH:7]=[CH:6][C:5]([N+:8]([O-:10])=[O:9])=[CH:4][CH:3]=1. (2) The product is: [O:1]1[CH:5]=[CH:4][C:3]([NH:6][CH2:15][C@@H:16]2[O:20][C:19](=[O:21])[N:18]([C:22]3[CH:27]=[CH:26][C:25]([C:28]4[CH2:33][CH2:32][N:31]([CH:34]=[O:35])[CH2:30][CH:29]=4)=[C:24]([F:36])[CH:23]=3)[CH2:17]2)=[N:2]1. Given the reactants [O:1]1[CH:5]=[CH:4][C:3]([N:6]([CH2:15][C@@H:16]2[O:20][C:19](=[O:21])[N:18]([C:22]3[CH:27]=[CH:26][C:25]([C:28]4[CH2:33][CH2:32][N:31]([CH:34]=[O:35])[CH2:30][CH:29]=4)=[C:24]([F:36])[CH:23]=3)[CH2:17]2)C(OCC(Cl)(Cl)Cl)=O)=[N:2]1, predict the reaction product. (3) Given the reactants [CH2:1]([O:3][C:4](=[O:17])[CH:5]([C:15]#[N:16])[C:6]1[C:11]([N+:12]([O-])=[O:13])=[CH:10][CH:9]=[CH:8][N:7]=1)[CH3:2].Cl, predict the reaction product. The product is: [CH2:1]([O:3][C:4]([C:5]1[C:6]2=[N:7][CH:8]=[CH:9][CH:10]=[C:11]2[N:12]([OH:13])[C:15]=1[NH2:16])=[O:17])[CH3:2]. (4) Given the reactants [OH:1][CH2:2][CH2:3][NH:4][C:5]1[C:6](=[O:26])[N:7]([CH2:19][CH2:20][CH2:21][C:22]([F:25])([F:24])[F:23])[C:8](=[O:18])[N:9]([CH2:11][CH2:12][CH2:13][C:14]([F:17])([F:16])[F:15])[N:10]=1.O[C:28]1[CH:42]=[CH:41][C:31]([O:32][C:33]([CH3:40])([CH3:39])[C:34]([O:36][CH2:37][CH3:38])=[O:35])=[CH:30][CH:29]=1, predict the reaction product. The product is: [O:18]=[C:8]1[N:7]([CH2:19][CH2:20][CH2:21][C:22]([F:25])([F:24])[F:23])[C:6](=[O:26])[C:5]([NH:4][CH2:3][CH2:2][O:1][C:28]2[CH:42]=[CH:41][C:31]([O:32][C:33]([CH3:39])([CH3:40])[C:34]([O:36][CH2:37][CH3:38])=[O:35])=[CH:30][CH:29]=2)=[N:10][N:9]1[CH2:11][CH2:12][CH2:13][C:14]([F:17])([F:16])[F:15]. (5) Given the reactants [S:1]1[C:10]2[CH2:9][CH2:8][NH:7][CH2:6][CH2:5][C:4]=2[N:3]=[C:2]1[C:11]1[N:16]=[CH:15][C:14]([C:17]#[N:18])=[CH:13][CH:12]=1.[C:19]1(=O)[CH2:22][CH2:21][CH2:20]1.C(O[BH-](OC(=O)C)OC(=O)C)(=O)C.[Na+], predict the reaction product. The product is: [CH:19]1([N:7]2[CH2:8][CH2:9][C:10]3[S:1][C:2]([C:11]4[N:16]=[CH:15][C:14]([C:17]#[N:18])=[CH:13][CH:12]=4)=[N:3][C:4]=3[CH2:5][CH2:6]2)[CH2:22][CH2:21][CH2:20]1. (6) The product is: [OH:3][CH2:4][C:6]1[N:7]([CH2:17][CH2:18][OH:19])[C:8]2[C:13]([CH:14]=1)=[CH:12][C:11]([O:15][CH3:16])=[CH:10][CH:9]=2. Given the reactants C([O:3][C:4]([C:6]1[N:7]([CH2:17][C:18](OCC)=[O:19])[C:8]2[C:13]([CH:14]=1)=[CH:12][C:11]([O:15][CH3:16])=[CH:10][CH:9]=2)=O)C.[H-].[H-].[H-].[H-].[Li+].[Al+3].O.[OH-].[Na+], predict the reaction product. (7) The product is: [F:1][C:2]1[CH:3]=[C:4]([CH:7]=[C:8]([O:10][C:11]2[CH:16]=[CH:15][C:14]([CH2:17][O:18][C:21]3[CH:31]=[C:25]4[N:26]([CH3:30])[CH2:27][CH2:28][CH2:29][N:24]4[C:23](=[O:32])[N:22]=3)=[CH:13][C:12]=2[F:19])[CH:9]=1)[C:5]#[N:6]. Given the reactants [F:1][C:2]1[CH:3]=[C:4]([CH:7]=[C:8]([O:10][C:11]2[CH:16]=[CH:15][C:14]([CH2:17][OH:18])=[CH:13][C:12]=2[F:19])[CH:9]=1)[C:5]#[N:6].Cl[C:21]1[CH:31]=[C:25]2[N:26]([CH3:30])[CH2:27][CH2:28][CH2:29][N:24]2[C:23](=[O:32])[N:22]=1, predict the reaction product. (8) Given the reactants [C:1]([O:5][C:6]([NH:8][C@@H:9]([CH2:13][CH2:14][NH:15][CH2:16][CH2:17][CH2:18][C:19]1[CH:24]=[C:23]([Cl:25])[CH:22]=[CH:21][C:20]=1[OH:26])[C:10]([OH:12])=[O:11])=[O:7])([CH3:4])([CH3:3])[CH3:2].C([O-])([O-])=O.[K+].[K+].[Cl:33][C:34]1[C:35](F)=[CH:36][C:37]([F:56])=[C:38]([S:40]([N:43]([C:51]2[N:52]=[CH:53][S:54][CH:55]=2)[C:44](=[O:50])[O:45][C:46]([CH3:49])([CH3:48])[CH3:47])(=[O:42])=[O:41])[CH:39]=1.O, predict the reaction product. The product is: [C:46]([O:45][C:44]([N:43]([C:51]1[N:52]=[CH:53][S:54][CH:55]=1)[S:40]([C:38]1[C:37]([F:56])=[CH:36][C:35]([O:26][C:20]2[CH:21]=[CH:22][C:23]([Cl:25])=[CH:24][C:19]=2[CH2:18][CH2:17][CH2:16][NH:15][CH2:14][CH2:13][C@H:9]([NH:8][C:6]([O:5][C:1]([CH3:4])([CH3:2])[CH3:3])=[O:7])[C:10]([OH:12])=[O:11])=[C:34]([Cl:33])[CH:39]=1)(=[O:42])=[O:41])=[O:50])([CH3:49])([CH3:47])[CH3:48].